Dataset: Catalyst prediction with 721,799 reactions and 888 catalyst types from USPTO. Task: Predict which catalyst facilitates the given reaction. (1) Reactant: [CH2:1]([C:5]1[C:10]([O:11][CH3:12])=[C:9]([O:13][CH3:14])[C:8]([O:15][CH3:16])=[CH:7][C:6]=1[OH:17])[CH:2]([CH3:4])[CH3:3].B(F)(F)F.[CH3:22][CH2:23][O:24]CC.C(Cl)(=O)C. Product: [OH:17][C:6]1[C:5]([CH2:1][CH:2]([CH3:4])[CH3:3])=[C:10]([O:11][CH3:12])[C:9]([O:13][CH3:14])=[C:8]([O:15][CH3:16])[C:7]=1[C:23](=[O:24])[CH3:22]. The catalyst class is: 68. (2) Reactant: [CH3:1][O:2][C:3]([C:5]1[CH:20]=[CH:19][C:8]2[S:9][C:10]3[CH:18]=[CH:17][CH:16]=[CH:15][C:11]=3[C:12](Cl)=[N:13][C:7]=2[CH:6]=1)=[O:4].[CH2:21]1[CH2:25]O[CH2:23][CH2:22]1.[Cl-].[Mg+2].[Cl-]. Product: [CH3:1][O:2][C:3]([C:5]1[CH:20]=[CH:19][C:8]2[S:9][C:10]3[CH:18]=[CH:17][CH:16]=[CH:15][C:11]=3[C:12]([CH2:25][CH2:21][CH2:22][CH3:23])=[N:13][C:7]=2[CH:6]=1)=[O:4]. The catalyst class is: 60. (3) Reactant: C[C:2](C)([C:7]1[CH:12]=[CH:11][CH:10]=[CH:9][CH:8]=1)[CH2:3][C:4](O)=[O:5].C(Cl)(=O)C(C)(C)C.C1(C(C2C=CC=CC=2)C2C=CC=CC=2)C=CC=CC=1.C([Li])CCC.[O:45]1CC[NH:47][C:46]1=O. Product: [CH2:2]([C@H:3]1[CH2:4][O:5][C:46](=[O:45])[NH:47]1)[C:7]1[CH:12]=[CH:11][CH:10]=[CH:9][CH:8]=1. The catalyst class is: 571. (4) Reactant: [OH:1][N:2]=[C:3]([NH2:27])[CH2:4][CH2:5][N:6]1[C:14]2[C:9](=[CH:10][CH:11]=[CH:12][CH:13]=2)[C:8]2([C:18]3=[CH:19][C:20]4[O:24][CH2:23][O:22][C:21]=4[CH:25]=[C:17]3[O:16][CH2:15]2)[C:7]1=[O:26].C(NC(C)C)(C)C.[F:35][C:36]([CH2:39]C(OC(=O)[CH2:39][C:36]([F:38])([F:37])[F:35])=O)([F:38])[F:37]. Product: [F:35][C:36]([F:38])([F:37])[C:39]1[O:1][N:2]=[C:3]([CH2:4][CH2:5][N:6]2[C:14]3[C:9](=[CH:10][CH:11]=[CH:12][CH:13]=3)[C:8]3([C:18]4=[CH:19][C:20]5[O:24][CH2:23][O:22][C:21]=5[CH:25]=[C:17]4[O:16][CH2:15]3)[C:7]2=[O:26])[N:27]=1. The catalyst class is: 4.